Dataset: Full USPTO retrosynthesis dataset with 1.9M reactions from patents (1976-2016). Task: Predict the reactants needed to synthesize the given product. (1) Given the product [CH2:1]([O:5][C:6]1[CH:7]=[CH:8][C:9]2[C:10]3[C:15](=[C:14]([F:20])[C:13]([O:21][CH2:23][CH2:24][CH3:25])=[CH:12][CH:11]=3)[CH2:16][C:17]=2[C:18]=1[F:19])[CH2:2][CH2:3][CH3:4], predict the reactants needed to synthesize it. The reactants are: [CH2:1]([O:5][C:6]1[C:18]([F:19])=[C:17]2[C:9]([C:10]3[CH:11]=[CH:12][C:13]([OH:21])=[C:14]([F:20])[C:15]=3[CH2:16]2)=[CH:8][CH:7]=1)[CH2:2][CH2:3][CH3:4].Br[CH2:23][CH2:24][CH3:25].C(=O)([O-])[O-].[K+].[K+]. (2) Given the product [CH2:8]([O:47][CH:48]1[C@@H:52]2[CH:53]=[N:54][C:55]3[CH:62]=[CH:61][C:60]([O:63][CH3:64])=[CH:59][C:56]=3[C:57](=[O:58])[N:51]2[CH2:50][CH2:49]1)[CH2:9][CH2:10][CH2:11][CH2:12][CH2:13][CH2:14][O:15][CH:16]1[C@@H:20]2[CH:21]=[N:22][C:23]3[CH:30]=[CH:29][C:28]([O:31][CH3:32])=[CH:27][C:24]=3[C:25](=[O:26])[N:19]2[CH2:18][CH2:17]1, predict the reactants needed to synthesize it. The reactants are: C(O)(C(F)(F)F)=O.[CH2:8]([O:47][CH:48]1[C@H:52]2[C@H:53](OC3CCCCO3)[N:54](C(OC(C)(C)C)=O)[C:55]3[CH:62]=[CH:61][C:60]([O:63][CH3:64])=[CH:59][C:56]=3[C:57](=[O:58])[N:51]2[CH2:50][CH2:49]1)[CH2:9][CH2:10][CH2:11][CH2:12][CH2:13][CH2:14][O:15][CH:16]1[C@H:20]2[C@H:21](OC3CCCCO3)[N:22](C(OC(C)(C)C)=O)[C:23]3[CH:30]=[CH:29][C:28]([O:31][CH3:32])=[CH:27][C:24]=3[C:25](=[O:26])[N:19]2[CH2:18][CH2:17]1.C([O-])(O)=O.[Na+].